From a dataset of Forward reaction prediction with 1.9M reactions from USPTO patents (1976-2016). Predict the product of the given reaction. (1) Given the reactants [CH3:1][NH:2][CH2:3][C:4]([O:6][C@H:7]([CH3:45])[CH2:8][N:9]1[C:13]([CH3:14])=[C:12]([C:15](=[O:37])[NH:16][C:17]2[CH:22]=[CH:21][C:20]([O:23][C:24]3[C:33]4[C:28](=[CH:29][C:30]([O:34][CH3:35])=[CH:31][CH:32]=4)[N:27]=[CH:26][CH:25]=3)=[C:19]([F:36])[CH:18]=2)[C:11](=[O:38])[N:10]1[C:39]1[CH:44]=[CH:43][CH:42]=[CH:41][CH:40]=1)=[O:5].C(O)(=O)C, predict the reaction product. The product is: [C:4]([OH:6])(=[O:5])[CH3:3].[CH3:1][NH:2][CH2:3][C:4]([O:6][C@H:7]([CH3:45])[CH2:8][N:9]1[C:13]([CH3:14])=[C:12]([C:15](=[O:37])[NH:16][C:17]2[CH:22]=[CH:21][C:20]([O:23][C:24]3[C:33]4[C:28](=[CH:29][C:30]([O:34][CH3:35])=[CH:31][CH:32]=4)[N:27]=[CH:26][CH:25]=3)=[C:19]([F:36])[CH:18]=2)[C:11](=[O:38])[N:10]1[C:39]1[CH:40]=[CH:41][CH:42]=[CH:43][CH:44]=1)=[O:5]. (2) Given the reactants [CH3:1][C:2]1[CH:6]=[CH:5][NH:4][N:3]=1.[C:7](O[C:7]([O:9][C:10]([CH3:13])([CH3:12])[CH3:11])=[O:8])([O:9][C:10]([CH3:13])([CH3:12])[CH3:11])=[O:8], predict the reaction product. The product is: [C:10]([O:9][C:7]([N:4]1[CH:5]=[CH:6][C:2]([CH3:1])=[N:3]1)=[O:8])([CH3:13])([CH3:12])[CH3:11]. (3) Given the reactants [Cl:1][C:2]1[C:6]([Cl:7])=[C:5]([CH3:8])[NH:4][C:3]=1[C:9]([NH:11][C@H:12]1[CH2:17][CH2:16][NH:15][CH2:14][C@H:13]1[O:18][CH3:19])=[O:10].[NH2:20][C:21]([C:23]1[S:27][C:26](Cl)=[N:25][C:24]=1[C:29]([O:31]CC)=[O:30])=[O:22].C([O-])([O-])=O.[K+].[K+].Cl, predict the reaction product. The product is: [NH2:20][C:21]([C:23]1[S:27][C:26]([N:15]2[CH2:16][CH2:17][C@H:12]([NH:11][C:9]([C:3]3[NH:4][C:5]([CH3:8])=[C:6]([Cl:7])[C:2]=3[Cl:1])=[O:10])[C@H:13]([O:18][CH3:19])[CH2:14]2)=[N:25][C:24]=1[C:29]([OH:31])=[O:30])=[O:22]. (4) Given the reactants [Cl:1][C:2]1[CH:3]=[C:4]([CH:7]=[CH:8][C:9]=1[Cl:10])[CH:5]=O.[N+:11]([CH3:14])([O-:13])=[O:12].[OH-].[Na+], predict the reaction product. The product is: [Cl:10][C:9]1[CH:8]=[CH:7][C:4](/[CH:5]=[CH:14]/[N+:11]([O-:13])=[O:12])=[CH:3][C:2]=1[Cl:1]. (5) Given the reactants [N+:1]([C:4]1[CH:5]=[CH:6][CH:7]=[C:8]2[C:13]=1[N:12]=[CH:11][C:10]([S:14]([C:17]1[CH:22]=[CH:21][CH:20]=[CH:19][CH:18]=1)(=[O:16])=[O:15])=[CH:9]2)([O-])=O.O.C(=O)([O-])[O-].[K+].[K+].C(N(CC(O)=O)CC(O)=O)CN(CC(O)=O)CC(O)=O, predict the reaction product. The product is: [NH2:1][C:4]1[CH:5]=[CH:6][CH:7]=[C:8]2[C:13]=1[N:12]=[CH:11][C:10]([S:14]([C:17]1[CH:18]=[CH:19][CH:20]=[CH:21][CH:22]=1)(=[O:16])=[O:15])=[CH:9]2. (6) The product is: [F:35][C:4]([F:3])([F:34])[C:5]1[CH:6]=[C:7]([CH:27]=[C:28]([C:30]([F:33])([F:32])[F:31])[CH:29]=1)[C:8]([N:10]1[CH2:11][CH2:12][C:13]2([N:17]([C:18]3[CH:19]=[CH:20][CH:21]=[CH:22][CH:23]=3)[CH2:16][N:15]([CH2:38][CH2:39][N:40]3[CH2:45][CH2:44][O:43][CH2:42][CH2:41]3)[C:14]2=[O:24])[CH2:25][CH2:26]1)=[O:9]. Given the reactants [H-].[Na+].[F:3][C:4]([F:35])([F:34])[C:5]1[CH:6]=[C:7]([CH:27]=[C:28]([C:30]([F:33])([F:32])[F:31])[CH:29]=1)[C:8]([N:10]1[CH2:26][CH2:25][C:13]2([N:17]([C:18]3[CH:23]=[CH:22][CH:21]=[CH:20][CH:19]=3)[CH2:16][NH:15][C:14]2=[O:24])[CH2:12][CH2:11]1)=[O:9].Cl.Cl[CH2:38][CH2:39][N:40]1[CH2:45][CH2:44][O:43][CH2:42][CH2:41]1.C(=O)(O)[O-].[Na+], predict the reaction product. (7) The product is: [NH:6]1[C:7]2[C:12](=[CH:11][CH:10]=[CH:9][CH:8]=2)[C:4]([CH2:3][CH2:2][NH:1][C:20]([NH:19][C:13]2[CH:18]=[CH:17][CH:16]=[CH:15][CH:14]=2)=[O:21])=[CH:5]1. Given the reactants [NH2:1][CH2:2][CH2:3][C:4]1[C:12]2[C:7](=[CH:8][CH:9]=[CH:10][CH:11]=2)[NH:6][CH:5]=1.[C:13]1([N:19]=[C:20]=[O:21])[CH:18]=[CH:17][CH:16]=[CH:15][CH:14]=1, predict the reaction product. (8) Given the reactants O1[CH:5]=[N:4][N:3]=[C:2]1[C:6]1[CH:7]=[C:8]([NH:12][C:13]([C:15]2[CH:20]=[C:19]([C:21]3[CH:22]=[N:23][CH:24]=[CH:25][CH:26]=3)[CH:18]=[CH:17][N:16]=2)=[O:14])[CH:9]=[CH:10][CH:11]=1.[NH2:27][C@H:28]([CH3:31])[CH2:29][OH:30].FC(F)(F)C(O)=O, predict the reaction product. The product is: [OH:30][CH2:29][C@H:28]([N:27]1[CH:5]=[N:4][N:3]=[C:2]1[C:6]1[CH:7]=[C:8]([NH:12][C:13]([C:15]2[CH:20]=[C:19]([C:21]3[CH:22]=[N:23][CH:24]=[CH:25][CH:26]=3)[CH:18]=[CH:17][N:16]=2)=[O:14])[CH:9]=[CH:10][CH:11]=1)[CH3:31]. (9) Given the reactants [Cl:1][C:2]1[CH:3]=[C:4]([NH:9][C:10]([NH:12][NH:13][C:14](=O)[CH2:15][O:16][C:17]2[CH:18]=[C:19]3[C:24](=[CH:25][CH:26]=2)[NH:23][C:22](=[O:27])[CH2:21][CH2:20]3)=[S:11])[CH:5]=[CH:6][C:7]=1[Cl:8].S(=O)(=O)(O)O, predict the reaction product. The product is: [Cl:1][C:2]1[CH:3]=[C:4]([NH:9][C:10]2[S:11][C:14]([CH2:15][O:16][C:17]3[CH:18]=[C:19]4[C:24](=[CH:25][CH:26]=3)[NH:23][C:22](=[O:27])[CH2:21][CH2:20]4)=[N:13][N:12]=2)[CH:5]=[CH:6][C:7]=1[Cl:8].